From a dataset of Forward reaction prediction with 1.9M reactions from USPTO patents (1976-2016). Predict the product of the given reaction. (1) The product is: [F:1][C:2]1[CH:3]=[CH:4][C:5]([O:19][CH3:20])=[C:6]([C:8]([CH3:18])([CH3:17])[CH2:9][C:10]([OH:11])([C:13]([F:16])([F:15])[F:14])[CH2:12][N:25]2[C:26]3[C:31](=[CH:30][CH:29]=[CH:28][CH:27]=3)[C:22](=[O:21])[C:23]([CH2:32][OH:33])=[CH:24]2)[CH:7]=1. Given the reactants [F:1][C:2]1[CH:3]=[CH:4][C:5]([O:19][CH3:20])=[C:6]([C:8]([CH3:18])([CH3:17])[CH2:9][C:10]2([C:13]([F:16])([F:15])[F:14])[CH2:12][O:11]2)[CH:7]=1.[OH:21][C:22]1[C:31]2[C:26](=[CH:27][CH:28]=[CH:29][CH:30]=2)[N:25]=[CH:24][C:23]=1[CH2:32][OH:33].[O-]CC.[Na+].C(=O)(O)[O-].[Na+], predict the reaction product. (2) Given the reactants Br[C:2]1[C:3]([C:14]2[CH:19]=[CH:18][CH:17]=[CH:16][CH:15]=2)=[CH:4][C:5]2[N:10]([CH3:11])[C:9](=[O:12])[CH2:8][O:7][C:6]=2[N:13]=1.CC1(C)C(C)(C)OB([C:28]2[CH:42]=[CH:41][C:31]([CH2:32][NH:33][C:34](=[O:40])[O:35][C:36]([CH3:39])([CH3:38])[CH3:37])=[CH:30][CH:29]=2)O1.C(=O)([O-])[O-].[Na+].[Na+], predict the reaction product. The product is: [CH3:11][N:10]1[C:9](=[O:12])[CH2:8][O:7][C:6]2[N:13]=[C:2]([C:28]3[CH:42]=[CH:41][C:31]([CH2:32][NH:33][C:34](=[O:40])[O:35][C:36]([CH3:37])([CH3:38])[CH3:39])=[CH:30][CH:29]=3)[C:3]([C:14]3[CH:19]=[CH:18][CH:17]=[CH:16][CH:15]=3)=[CH:4][C:5]1=2. (3) Given the reactants [Cl:1][C:2]1[C:11]([CH2:12][N:13]([CH:21]2[CH2:26][CH2:25][N:24]([CH2:27][CH2:28][N:29]3[C:38]4[C:33](=[CH:34][CH:35]=[C:36]([O:39][CH3:40])[CH:37]=4)[N:32]=[CH:31][C:30]3=[O:41])[CH2:23][CH2:22]2)C(=O)OC(C)(C)C)=[N:10][C:9]2[N:8]([CH3:42])[C:7](=[O:43])[CH2:6][S:5][C:4]=2[CH:3]=1.FC(F)(F)C(O)=O, predict the reaction product. The product is: [Cl:1][C:2]1[C:11]([CH2:12][NH:13][CH:21]2[CH2:26][CH2:25][N:24]([CH2:27][CH2:28][N:29]3[C:38]4[C:33](=[CH:34][CH:35]=[C:36]([O:39][CH3:40])[CH:37]=4)[N:32]=[CH:31][C:30]3=[O:41])[CH2:23][CH2:22]2)=[N:10][C:9]2[N:8]([CH3:42])[C:7](=[O:43])[CH2:6][S:5][C:4]=2[CH:3]=1. (4) Given the reactants C1(P(C2C=CC=CC=2)C2C=CC=CC=2)C=CC=CC=1.CC(OC(/N=N/C(OC(C)C)=O)=O)C.[OH:34][CH2:35][C@@H:36]1[CH2:40][CH2:39][CH2:38][N:37]1[C:41]([O:43][C:44]([CH3:47])([CH3:46])[CH3:45])=[O:42].[S:48]1[CH:52]=[CH:51][C:50]2[CH:53]=[C:54](O)[CH:55]=[CH:56][C:49]1=2.C(N(CC)CC)C, predict the reaction product. The product is: [S:48]1[CH:52]=[CH:51][C:50]2[CH:53]=[C:54]([O:34][CH2:35][C@@H:36]3[CH2:40][CH2:39][CH2:38][N:37]3[C:41]([O:43][C:44]([CH3:47])([CH3:46])[CH3:45])=[O:42])[CH:55]=[CH:56][C:49]1=2.